This data is from Reaction yield outcomes from USPTO patents with 853,638 reactions. The task is: Predict the reaction yield, written as a fraction of the theoretical maximum amount of product (1.0 means a 100% yield; for example, 0.34 means a 34% yield). (1) The reactants are [CH:1]([C:4]1[CH:5]=[C:6]([C:12]([OH:14])=O)[S:7][C:8]=1[CH:9]([CH3:11])[CH3:10])([CH3:3])[CH3:2].[F:15][C:16]1[CH:25]=[C:24]([NH2:26])[CH:23]=[CH:22][C:17]=1[C:18]([O:20][CH3:21])=[O:19]. No catalyst specified. The product is [F:15][C:16]1[CH:25]=[C:24]([NH:26][C:12]([C:6]2[S:7][C:8]([CH:9]([CH3:10])[CH3:11])=[C:4]([CH:1]([CH3:2])[CH3:3])[CH:5]=2)=[O:14])[CH:23]=[CH:22][C:17]=1[C:18]([O:20][CH3:21])=[O:19]. The yield is 0.330. (2) The reactants are [OH-].[K+].[C:3]([C:6]1[N:11]=[C:10]([C:12]2[CH:17]=[CH:16][C:15]([C:18]3[CH:23]=[CH:22][C:21]([CH2:24][C:25]([O:27]C)=[O:26])=[CH:20][C:19]=3[Cl:29])=[CH:14][CH:13]=2)[C:9]([CH3:30])=[N:8][C:7]=1[CH3:31])(=[O:5])[NH2:4].Cl. The catalyst is C(O)(C)(C)C. The product is [C:3]([C:6]1[N:11]=[C:10]([C:12]2[CH:13]=[CH:14][C:15]([C:18]3[CH:23]=[CH:22][C:21]([CH2:24][C:25]([OH:27])=[O:26])=[CH:20][C:19]=3[Cl:29])=[CH:16][CH:17]=2)[C:9]([CH3:30])=[N:8][C:7]=1[CH3:31])(=[O:5])[NH2:4]. The yield is 0.770. (3) The reactants are [O:1]1[CH2:6][CH2:5][CH:4]([C:7]2[N:8]=[C:9]([CH:12]3[CH2:17][CH2:16][N:15]([C:18]([O:20][C:21]([CH3:24])([CH3:23])[CH3:22])=[O:19])[CH2:14][CH2:13]3)[NH:10][CH:11]=2)[CH2:3][CH2:2]1.[OH-].[K+].Br[CH2:28][CH2:29][O:30][CH:31]1[CH2:36][CH2:35][CH2:34][CH2:33][O:32]1. The catalyst is CS(C)=O. The product is [O:32]1[CH2:33][CH2:34][CH2:35][CH2:36][CH:31]1[O:30][CH2:29][CH2:28][N:10]1[CH:11]=[C:7]([CH:4]2[CH2:5][CH2:6][O:1][CH2:2][CH2:3]2)[N:8]=[C:9]1[CH:12]1[CH2:13][CH2:14][N:15]([C:18]([O:20][C:21]([CH3:24])([CH3:23])[CH3:22])=[O:19])[CH2:16][CH2:17]1. The yield is 0.860. (4) The catalyst is C([O-])(=O)C.[Pd+2].C([O-])(=O)C.C1C=CC(/C=C/C(/C=C/C2C=CC=CC=2)=O)=CC=1.C1C=CC(/C=C/C(/C=C/C2C=CC=CC=2)=O)=CC=1.[Pd].O.O1CCOCC1. The reactants are Cl[C:2]1[CH:3]=[C:4]([NH:10][C:11]2[CH:16]=[CH:15][C:14]([C@H:17]3[CH2:21][CH2:20][N:19]([CH3:22])[CH2:18]3)=[CH:13][N:12]=2)[C:5](=[O:9])[N:6]([CH3:8])[N:7]=1.B1(B2OC(C)(C)C(C)(C)O2)OC(C)(C)C(C)(C)O1.[C:41]([O-:44])(=[O:43])[CH3:42].[K+].CC(C1C=C(C(C)C)C(C2C=CC=CC=2P(C2CCCCC2)C2CCCCC2)=C(C(C)C)C=1)C.[C:80]([C:84]1[CH:85]=[C:86]2[C:91](=[CH:92][CH:93]=1)[C:90](=[O:94])[N:89]([C:95]1[CH:102]=[CH:101][CH:100]=[C:99](Cl)[C:96]=1[CH:97]=O)[N:88]=[CH:87]2)([CH3:83])([CH3:82])[CH3:81].C(=O)([O-])[O-].[K+].[K+].C1(P(C2CCCCC2)C2CCCCC2)CCCCC1. The yield is 0.0600. The product is [C:80]([C:84]1[CH:85]=[C:86]2[C:91](=[CH:92][CH:93]=1)[C:90](=[O:94])[N:89]([C:95]1[CH:102]=[CH:101][CH:100]=[C:99]([C:2]3[CH:3]=[C:4]([NH:10][C:11]4[CH:16]=[CH:15][C:14]([C@H:17]5[CH2:21][CH2:20][N:19]([CH3:22])[CH2:18]5)=[CH:13][N:12]=4)[C:5](=[O:9])[N:6]([CH3:8])[N:7]=3)[C:96]=1[CH2:97][O:43][C:41](=[O:44])[CH3:42])[N:88]=[CH:87]2)([CH3:83])([CH3:81])[CH3:82]. (5) The reactants are [S:1]1[CH:5]=[CH:4][CH:3]=[C:2]1[CH2:6][C:7](O)=O.C(N(CC)CC)C.[N+:17](C1C=CC(CBr)=CC=1)([O-:19])=[O:18].C1C[O:31][CH2:30][CH2:29]1.C1(C)C=CC=CC=1. The catalyst is C1(C)C=CC=CC=1. The product is [CH3:29][C:30]([S:1][C:5]1[CH:4]=[CH:3][C:2]([N+:17]([O-:19])=[O:18])=[CH:6][CH:7]=1)=[O:31]. The yield is 0.960. (6) The reactants are Cl.[NH2:2][C:3](SC1C=CC(Cl)=CC=1)=[CH:4][C:5]([C:7]1[CH:12]=[CH:11][C:10]([F:13])=[CH:9][C:8]=1[F:14])=[O:6].[NH2:23][C:24]1[C:29]([F:30])=[CH:28][C:27]([CH2:31][CH2:32][OH:33])=[CH:26][C:25]=1[F:34].[C:35](O)(=[O:37])[CH3:36]. No catalyst specified. The product is [C:35]([O:33][CH2:32][CH2:31][C:27]1[CH:26]=[C:25]([F:34])[C:24]([NH:23][C:3]([NH2:2])=[CH:4][C:5]([C:7]2[CH:12]=[CH:11][C:10]([F:13])=[CH:9][C:8]=2[F:14])=[O:6])=[C:29]([F:30])[CH:28]=1)(=[O:37])[CH3:36]. The yield is 0.670. (7) The reactants are [C:1]([N+:5]#[C-:6])([CH3:4])([CH3:3])[CH3:2].[Cl:7][C:8]1[CH:13]=[CH:12][C:11]([CH:14]2[CH2:19][CH2:18][CH:17]([C:20](=O)[CH2:21][CH2:22][CH:23]=[CH2:24])[CH2:16][CH2:15]2)=[CH:10][CH:9]=1.[C:26]([O-:29])(=O)[CH3:27].[NH4+:30].[OH2:31]. The catalyst is FC(F)(F)CO. The product is [C:26]([NH:30][C:20]([CH:17]1[CH2:18][CH2:19][CH:14]([C:11]2[CH:12]=[CH:13][C:8]([Cl:7])=[CH:9][CH:10]=2)[CH2:15][CH2:16]1)([CH2:21][CH2:22][CH:23]=[CH2:24])[C:6]([NH:5][C:1]([CH3:4])([CH3:3])[CH3:2])=[O:31])(=[O:29])[CH3:27]. The yield is 0.770.